Dataset: Forward reaction prediction with 1.9M reactions from USPTO patents (1976-2016). Task: Predict the product of the given reaction. (1) Given the reactants Cl.O.[NH:3]1[CH2:8][CH2:7][C:6](=[O:9])[CH2:5][CH2:4]1.C(=O)([O-])[O-].[K+].[K+].Br[CH2:17][C:18]([O:20][CH2:21][C:22]1[CH:27]=[CH:26][CH:25]=[CH:24][CH:23]=1)=[O:19].O, predict the reaction product. The product is: [O:9]=[C:6]1[CH2:7][CH2:8][N:3]([CH2:17][C:18]([O:20][CH2:21][C:22]2[CH:27]=[CH:26][CH:25]=[CH:24][CH:23]=2)=[O:19])[CH2:4][CH2:5]1. (2) The product is: [NH2:34][C:33]1[C:24]([C:22]([NH:21][C:16]2[CH:17]=[N:18][CH:19]=[CH:20][C:15]=2[N:11]2[CH2:12][CH2:13][CH2:14][C@H:9]([NH2:8])[CH2:10]2)=[O:23])=[N:25][C:26]2[C:31]([CH:32]=1)=[CH:30][CH:29]=[C:28]([CH2:45][N:47]1[CH2:51][CH2:50][CH2:49][CH2:48]1)[CH:27]=2. Given the reactants C(OC([NH:8][C@H:9]1[CH2:14][CH2:13][CH2:12][N:11]([C:15]2[CH:20]=[CH:19][N:18]=[CH:17][C:16]=2[NH:21][C:22]([C:24]2[C:33]([NH:34]C(=O)OCC3C=CC=CC=3)=[CH:32][C:31]3[C:26](=[CH:27][C:28]([CH:45]=O)=[CH:29][CH:30]=3)[N:25]=2)=[O:23])[CH2:10]1)=O)(C)(C)C.[NH:47]1[CH2:51][CH2:50][CH2:49][CH2:48]1.C(O[BH-](OC(=O)C)OC(=O)C)(=O)C.[Na+].Br.CC(O)=O, predict the reaction product. (3) Given the reactants Cl[C:2]1[CH:7]=[C:6]([C:8]2[C:13]([CH3:14])=[CH:12][C:11]([CH3:15])=[CH:10][N:9]=2)[C:5]([Cl:16])=[CH:4][N:3]=1.[N:17]1([C:23]([O:25][C:26]([CH3:29])([CH3:28])[CH3:27])=[O:24])[CH2:22][CH2:21][NH:20][CH2:19][CH2:18]1.[F-].[Cs+], predict the reaction product. The product is: [Cl:16][C:5]1[C:6]([C:8]2[C:13]([CH3:14])=[CH:12][C:11]([CH3:15])=[CH:10][N:9]=2)=[CH:7][C:2]([N:20]2[CH2:19][CH2:18][N:17]([C:23]([O:25][C:26]([CH3:29])([CH3:28])[CH3:27])=[O:24])[CH2:22][CH2:21]2)=[N:3][CH:4]=1. (4) Given the reactants [F:1][C:2]1[CH:7]=[CH:6][N:5]=[C:4]([NH2:8])[C:3]=1[CH2:9][NH:10][CH2:11][C:12]1[CH:17]=[CH:16][C:15]([O:18][CH3:19])=[CH:14][CH:13]=1.C1N=CN([C:25](N2C=NC=C2)=[O:26])C=1.CC(=O)OCC, predict the reaction product. The product is: [F:1][C:2]1[C:3]2[CH2:9][N:10]([CH2:11][C:12]3[CH:17]=[CH:16][C:15]([O:18][CH3:19])=[CH:14][CH:13]=3)[C:25](=[O:26])[NH:8][C:4]=2[N:5]=[CH:6][CH:7]=1. (5) The product is: [Br:1][C:2]1[S:10][C:9]2[C:4](=[N:5][CH:6]=[C:7]([C:12]#[N:14])[C:8]=2[Cl:17])[CH:3]=1. Given the reactants [Br:1][C:2]1[S:10][C:9]2[C:4](=[N:5][CH:6]=[C:7]([C:12]([NH2:14])=O)[C:8]=2O)[CH:3]=1.P(Cl)(Cl)([Cl:17])=O, predict the reaction product. (6) The product is: [CH3:32][C:29]1[S:30][CH:31]=[C:27]([CH2:26][O:22][C:17]2[CH:16]=[C:15]([CH2:14][C@@H:12]([CH3:13])[C@@H:2]([CH3:1])[CH2:3][C:4]3[CH:9]=[CH:8][C:7]([O:10][CH2:26][C:27]4[N:28]=[C:29]([CH3:32])[S:30][CH:31]=4)=[C:6]([O:11][CH2:26][C:27]4[N:28]=[C:29]([CH3:32])[S:30][CH:31]=4)[CH:5]=3)[CH:20]=[CH:19][C:18]=2[O:21][CH2:26][C:27]2[N:34]=[C:29]([CH3:32])[S:30][CH:31]=2)[N:28]=1. Given the reactants [CH3:1][CH:2]([CH:12]([CH2:14][C:15]1[CH:20]=[CH:19][C:18]([OH:21])=[C:17]([OH:22])[CH:16]=1)[CH3:13])[CH2:3][C:4]1[CH:9]=[CH:8][C:7]([OH:10])=[C:6]([OH:11])[CH:5]=1.[H-].[Na+].Cl[CH2:26][C:27]1[N:28]=[C:29]([CH3:32])[S:30][CH:31]=1.[Cl-].[NH4+:34], predict the reaction product.